From a dataset of Full USPTO retrosynthesis dataset with 1.9M reactions from patents (1976-2016). Predict the reactants needed to synthesize the given product. (1) Given the product [N:9]1([CH2:8][CH2:7][O:6][C:5]2[CH:14]=[CH:15][C:2]([B:21]([OH:24])[OH:22])=[CH:3][CH:4]=2)[CH2:13][CH2:12][CH2:11][CH2:10]1, predict the reactants needed to synthesize it. The reactants are: Br[C:2]1[CH:15]=[CH:14][C:5]([O:6][CH2:7][CH2:8][N:9]2[CH2:13][CH2:12][CH2:11][CH2:10]2)=[CH:4][CH:3]=1.C([Li])CCC.[B:21](OC)([O:24]C)[O:22]C.B([O-])([O-])OC.[NH4+].[Cl-]. (2) Given the product [C:1]([O:7][CH2:8][C@H:9]([C:10]1[C:32]([CH3:33])=[CH:31][C:13]2[N:14]=[C:15]([C:17]3[CH:22]=[CH:21][N:20]=[C:19]([C:23]4[CH:28]=[CH:27][CH:26]=[C:25]([C:29]5[NH:50][N:49]=[N:48][N:30]=5)[CH:24]=4)[CH:18]=3)[S:16][C:12]=2[C:11]=1[C:34]1[CH:39]=[CH:38][C:37]([Cl:40])=[CH:36][CH:35]=1)[O:41][C:42]([CH3:45])([CH3:44])[CH3:43])(=[O:6])[C:2]([CH3:3])([CH3:5])[CH3:4], predict the reactants needed to synthesize it. The reactants are: [C:1]([O:7][CH2:8][C@@H:9]([O:41][C:42]([CH3:45])([CH3:44])[CH3:43])[C:10]1[C:32]([CH3:33])=[CH:31][C:13]2[N:14]=[C:15]([C:17]3[CH:22]=[CH:21][N:20]=[C:19]([C:23]4[CH:28]=[CH:27][CH:26]=[C:25]([C:29]#[N:30])[CH:24]=4)[CH:18]=3)[S:16][C:12]=2[C:11]=1[C:34]1[CH:39]=[CH:38][C:37]([Cl:40])=[CH:36][CH:35]=1)(=[O:6])[C:2]([CH3:5])([CH3:4])[CH3:3].[Cl-].[NH4+].[N-:48]=[N+:49]=[N-:50].[Na+]. (3) Given the product [CH3:1][O:2][C:3]1[CH:4]=[C:5]2[C:10](=[CH:11][C:12]=1[N+:13]([O-:15])=[O:14])[NH:9][CH2:8][CH2:7][CH2:6]2, predict the reactants needed to synthesize it. The reactants are: [CH3:1][O:2][C:3]1[CH:4]=[C:5]2[C:10](=[CH:11][C:12]=1[N+:13]([O-:15])=[O:14])[NH:9][C:8](=O)[CH2:7][CH2:6]2.CSC. (4) Given the product [CH3:1][C:2]1([CH3:16])[O:15][C:6]2=[C:7]([CH3:14])[N:8]=[CH:9][C:10]([CH2:11][CH2:12][NH:13][CH2:17][C:19]3[CH:20]=[C:21]([CH:24]=[CH:25][CH:26]=3)[C:22]#[N:23])=[C:5]2[CH2:4][O:3]1, predict the reactants needed to synthesize it. The reactants are: [CH3:1][C:2]1([CH3:16])[O:15][C:6]2=[C:7]([CH3:14])[N:8]=[CH:9][C:10]([CH2:11][CH2:12][NH2:13])=[C:5]2[CH2:4][O:3]1.[CH:17]([C:19]1[CH:20]=[C:21]([CH:24]=[CH:25][CH:26]=1)[C:22]#[N:23])=O. (5) Given the product [CH3:17][O:16][C:15]1[C:6]([O:5][CH2:4][CH2:3][CH2:2][Cl:1])=[CH:7][C:8]([C:9]([O:11][CH3:12])=[O:10])=[C:13]([N+:18]([O-:20])=[O:19])[CH:14]=1, predict the reactants needed to synthesize it. The reactants are: [Cl:1][CH2:2][CH2:3][CH2:4][O:5][C:6]1[CH:7]=[C:8]([CH:13]=[CH:14][C:15]=1[O:16][CH3:17])[C:9]([O:11][CH3:12])=[O:10].[N:18]([O-:20])=[O:19].[Na+].C(O)(=O)C.[N+]([O-])(O)=O. (6) Given the product [CH2:2]([N:4]1[CH2:8][CH2:7][C@H:6]([CH2:9][C:10]#[N:11])[CH2:5]1)[CH3:3], predict the reactants needed to synthesize it. The reactants are: I[CH2:2][CH3:3].[NH:4]1[CH2:8][CH2:7][C@H:6]([CH2:9][C:10]#[N:11])[CH2:5]1.C(=O)([O-])[O-].[K+].[K+]. (7) Given the product [Cl:25][C:26]1[CH:31]=[CH:30][CH:29]=[CH:28][C:27]=1[C:2]1[C:7]2[CH2:8][O:9][C:10](=[O:20])[N:11]([C:12]3[C:17]([Cl:18])=[CH:16][CH:15]=[CH:14][C:13]=3[Cl:19])[C:6]=2[CH:5]=[C:4]([C:21]([O:23][CH3:24])=[O:22])[CH:3]=1, predict the reactants needed to synthesize it. The reactants are: Br[C:2]1[C:7]2[CH2:8][O:9][C:10](=[O:20])[N:11]([C:12]3[C:17]([Cl:18])=[CH:16][CH:15]=[CH:14][C:13]=3[Cl:19])[C:6]=2[CH:5]=[C:4]([C:21]([O:23][CH3:24])=[O:22])[CH:3]=1.[Cl:25][C:26]1[CH:31]=[CH:30][CH:29]=[CH:28][C:27]=1B(O)O.C([O-])([O-])=O.[Na+].[Na+]. (8) The reactants are: [CH3:1][O:2][C:3]1[CH:34]=[CH:33][C:6]([CH2:7][NH:8][C:9]([C:11]2[S:32][C:14]3[N:15]([CH3:31])[C:16](=[O:30])[N:17]([CH2:20][C:21]4[CH:22]=[N:23][C:24]([N+:27]([O-])=O)=[CH:25][CH:26]=4)[C:18](=[O:19])[C:13]=3[CH:12]=2)=[O:10])=[CH:5][CH:4]=1. Given the product [CH3:1][O:2][C:3]1[CH:4]=[CH:5][C:6]([CH2:7][NH:8][C:9]([C:11]2[S:32][C:14]3[N:15]([CH3:31])[C:16](=[O:30])[N:17]([CH2:20][C:21]4[CH:22]=[N:23][C:24]([NH2:27])=[CH:25][CH:26]=4)[C:18](=[O:19])[C:13]=3[CH:12]=2)=[O:10])=[CH:33][CH:34]=1, predict the reactants needed to synthesize it.